Dataset: Reaction yield outcomes from USPTO patents with 853,638 reactions. Task: Predict the reaction yield, written as a fraction of the theoretical maximum amount of product (1.0 means a 100% yield; for example, 0.34 means a 34% yield). (1) The reactants are O[CH2:2][CH2:3][N:4]([CH:36]([CH3:38])[CH3:37])[C:5]([C:7]1[C:12]([O:13][CH2:14]C2C=CC=CC=2)=[C:11]([OH:21])[N:10]=[C:9]([CH2:22][C:23]2[CH:28]=[CH:27][CH:26]=[CH:25][C:24]=2[C:29]2[CH:34]=[CH:33][CH:32]=[CH:31][C:30]=2[Cl:35])[N:8]=1)=[O:6].C(OC1C(=O)N=C(C[C:40]2[CH:45]=[CH:44][CH:43]=[CH:42][C:41]=2[C:40]2[CH:45]=[CH:44][CH:43]=[CH:42][CH:41]=2)N2CCN(C)C(=O)C=12)[C:40]1[CH:45]=[CH:44][CH:43]=[CH:42][CH:41]=1. No catalyst specified. The product is [CH2:14]([O:13][C:12]1[CH:11]([OH:21])[N:10]=[C:9]([CH2:22][C:23]2[CH:28]=[CH:27][CH:26]=[CH:25][C:24]=2[C:29]2[CH:34]=[CH:33][CH:32]=[CH:31][C:30]=2[Cl:35])[N:8]2[CH2:2][CH2:3][N:4]([CH:36]([CH3:37])[CH3:38])[C:5](=[O:6])[C:7]=12)[C:40]1[CH:45]=[CH:44][CH:43]=[CH:42][CH:41]=1. The yield is 0.724. (2) The reactants are Cl.Cl.[NH:3]1[CH:7]=[C:6]([NH:8][C:9]([C:11]2[CH:16]=[C:15]([CH2:17][O:18][C:19]3[CH:24]=[CH:23][CH:22]=[CH:21][C:20]=3[C:25]([F:28])([F:27])[F:26])[CH:14]=[CH:13][N:12]=2)=[O:10])[CH:5]=[N:4]1.[H-].[Na+].Br[CH2:32][CH:33]([OH:36])[CH2:34][CH3:35].O. The catalyst is CN(C)C=O. The product is [OH:36][CH:33]([CH2:34][CH3:35])[CH2:32][N:3]1[CH:7]=[C:6]([NH:8][C:9]([C:11]2[CH:16]=[C:15]([CH2:17][O:18][C:19]3[CH:24]=[CH:23][CH:22]=[CH:21][C:20]=3[C:25]([F:26])([F:27])[F:28])[CH:14]=[CH:13][N:12]=2)=[O:10])[CH:5]=[N:4]1. The yield is 0.187. (3) The reactants are C(N(CC)CC)C.[C:8]([O:14][CH2:15][CH3:16])(=[O:13])[CH2:9][C:10]([O-:12])=O.[K+].[Cl-].[Mg+2].[Cl-].[O:21]1[CH:25]=[CH:24][CH:23]=[C:22]1C(Cl)=O. The catalyst is C(#N)C. The product is [O:21]1[CH:25]=[CH:24][CH:23]=[C:22]1[C:10](=[O:12])[CH2:9][C:8]([O:14][CH2:15][CH3:16])=[O:13]. The yield is 0.720. (4) The reactants are [Br:1][C:2]1[CH:7]=[N:6][C:5](I)=[CH:4][N:3]=1.[C:9]1([C:15]#[CH:16])[CH:14]=[CH:13][CH:12]=[CH:11][CH:10]=1.C(N(CC)CC)C.C1(P(C2C=CC=CC=2)C2C=CC=CC=2)C=CC=CC=1. The catalyst is C1COCC1.C(OCC)(=O)C.C1C=CC(P(C2C=CC=CC=2)C2C=CC=CC=2)=CC=1.C1C=CC(P(C2C=CC=CC=2)C2C=CC=CC=2)=CC=1.Cl[Pd]Cl.[Cu]I. The product is [Br:1][C:2]1[CH:7]=[N:6][C:5]([C:16]#[C:15][C:9]2[CH:14]=[CH:13][CH:12]=[CH:11][CH:10]=2)=[CH:4][N:3]=1. The yield is 0.230. (5) The reactants are [CH3:1][O:2][C:3]1[CH:4]=[C:5]2[C:10](=[C:11]([NH2:13])[CH:12]=1)[N:9]=[CH:8][CH:7]=[CH:6]2.Cl[S:15]([OH:18])(=O)=[O:16].P(Cl)(Cl)(Cl)(Cl)Cl.[Cl:25][C:26]1[C:27]([CH3:33])=[C:28]([CH:30]=[CH:31][CH:32]=1)[NH2:29].CCN(C(C)C)C(C)C. No catalyst specified. The product is [Cl:25][C:26]1[C:27]([CH3:33])=[C:28]([NH:29][S:15]([NH:13][C:11]2[CH:12]=[C:3]([O:2][CH3:1])[CH:4]=[C:5]3[C:10]=2[N:9]=[CH:8][CH:7]=[CH:6]3)(=[O:18])=[O:16])[CH:30]=[CH:31][CH:32]=1. The yield is 0.0200. (6) The reactants are [Br:1][C:2]1[CH:3]=[CH:4][C:5]([OH:11])=[C:6]([C:8](=[O:10])[CH3:9])[CH:7]=1.[O:12]1[CH2:17][CH2:16][CH2:15][CH:14]([CH:18]=O)[CH2:13]1.N1CCCC1. The catalyst is CO. The product is [Br:1][C:2]1[CH:7]=[C:6]2[C:5](=[CH:4][CH:3]=1)[O:11][CH:18]([CH:14]1[CH2:15][CH2:16][CH2:17][O:12][CH2:13]1)[CH2:9][C:8]2=[O:10]. The yield is 0.690. (7) The reactants are [CH3:1][O:2][C:3](=[O:24])[C@@H:4]([NH:16][C:17]([O:19][C:20]([CH3:23])([CH3:22])[CH3:21])=[O:18])[C@H:5]1[CH2:10][CH2:9][C@@H:8](OS(C)(=O)=O)[CH2:7][CH2:6]1.[N-:25]=[N+:26]=[N-:27].[Li+]. The catalyst is CN(C=O)C.C(OCC)(=O)C. The product is [CH3:1][O:2][C:3](=[O:24])[C@H:4]([C@H:5]1[CH2:10][CH2:9][C@H:8]([N:25]=[N+:26]=[N-:27])[CH2:7][CH2:6]1)[NH:16][C:17]([O:19][C:20]([CH3:23])([CH3:22])[CH3:21])=[O:18]. The yield is 0.930. (8) The reactants are [CH3:1][C:2]1[CH:7]=[CH:6][N:5]=[CH:4][C:3]=1[N:8]1[CH2:12][CH2:11][NH:10][C:9]1=[O:13].Br[C:15]1[CH:16]=[CH:17][C:18]2[O:22][C:21]([CH3:23])=[N:20][C:19]=2[CH:24]=1.N[C@@H]1CCCC[C@H]1N.P([O-])([O-])([O-])=O.[K+].[K+].[K+]. The catalyst is [Cu](I)I.O1CCOCC1. The product is [CH3:23][C:21]1[O:22][C:18]2[CH:17]=[CH:16][C:15]([N:10]3[CH2:11][CH2:12][N:8]([C:3]4[CH:4]=[N:5][CH:6]=[CH:7][C:2]=4[CH3:1])[C:9]3=[O:13])=[CH:24][C:19]=2[N:20]=1. The yield is 0.160. (9) The reactants are [C:1]([N:4]1[CH2:9][CH2:8][CH:7]([C:10](N(OC)C)=[O:11])[CH2:6][CH2:5]1)(=[O:3])[CH3:2].[CH3:16][Mg]Br. The catalyst is O1CCCC1. The product is [N:4]1([C:1](=[O:3])[CH3:2])[CH2:5][CH2:6][CH:7]([C:10](=[O:11])[CH3:16])[CH2:8][CH2:9]1. The yield is 0.823. (10) The reactants are O(S(C(F)(F)F)(=O)=O)S(C(F)(F)F)(=O)=O.[CH2:16]([O:23][N:24]1[C:30](=[O:31])[N:29]2[CH2:32][C@H:25]1[CH2:26][CH2:27][C@H:28]2[C:33]([NH:35][NH:36][C:37](=O)[CH2:38][CH2:39][NH:40][C:41](=[O:47])[O:42][C:43]([CH3:46])([CH3:45])[CH3:44])=[O:34])[C:17]1[CH:22]=[CH:21][CH:20]=[CH:19][CH:18]=1.N1C=CC=CC=1.C([O-])(O)=O.[Na+]. The catalyst is C(Cl)Cl. The product is [CH2:16]([O:23][N:24]1[C:30](=[O:31])[N:29]2[CH2:32][C@H:25]1[CH2:26][CH2:27][C@H:28]2[C:33]1[O:34][C:37]([CH2:38][CH2:39][NH:40][C:41](=[O:47])[O:42][C:43]([CH3:46])([CH3:44])[CH3:45])=[N:36][N:35]=1)[C:17]1[CH:22]=[CH:21][CH:20]=[CH:19][CH:18]=1. The yield is 0.420.